Dataset: Peptide-MHC class I binding affinity with 185,985 pairs from IEDB/IMGT. Task: Regression. Given a peptide amino acid sequence and an MHC pseudo amino acid sequence, predict their binding affinity value. This is MHC class I binding data. (1) The peptide sequence is TQGYFPDWQNY. The MHC is HLA-A03:01 with pseudo-sequence HLA-A03:01. The binding affinity (normalized) is 0.112. (2) The peptide sequence is GPSVASRAL. The MHC is HLA-A26:01 with pseudo-sequence HLA-A26:01. The binding affinity (normalized) is 0.213. (3) The peptide sequence is RVYNNTARY. The MHC is HLA-A68:02 with pseudo-sequence HLA-A68:02. The binding affinity (normalized) is 0.0847. (4) The peptide sequence is MLKRRGFHL. The MHC is HLA-B08:01 with pseudo-sequence HLA-B08:01. The binding affinity (normalized) is 0.851. (5) The peptide sequence is NVFHTMWHV. The MHC is HLA-A68:02 with pseudo-sequence HLA-A68:02. The binding affinity (normalized) is 0.881.